The task is: Predict the reaction yield, written as a fraction of the theoretical maximum amount of product (1.0 means a 100% yield; for example, 0.34 means a 34% yield).. This data is from Reaction yield outcomes from USPTO patents with 853,638 reactions. (1) The reactants are [CH:1]1[NH:2][CH:3]=[C:4]2[C:10](=[O:11])[CH2:9][CH2:8][CH2:7][CH2:6][C:5]=12.[Br:12]N1C(=O)CCC1=O.O. The catalyst is O1CCCC1. The product is [Br:12][C:1]1[NH:2][CH:3]=[C:4]2[C:10](=[O:11])[CH2:9][CH2:8][CH2:7][CH2:6][C:5]=12. The yield is 0.280. (2) The reactants are [NH:1]1[CH2:6][CH2:5][CH2:4][CH2:3][CH2:2]1.C(=O)([O-])[O-].[K+].[K+].CC(N(C)C)=O.[Br:19][C:20]1[C:21]([CH3:34])=[C:22]([CH3:33])[C:23]2[O:27][C:26]([CH2:29]I)([CH3:28])[CH2:25][C:24]=2[C:31]=1[CH3:32]. The catalyst is C(OCC)(=O)C.O. The product is [Br:19][C:20]1[C:21]([CH3:34])=[C:22]([CH3:33])[C:23]2[O:27][C:26]([CH2:28][N:1]3[CH2:6][CH2:5][CH2:4][CH2:3][CH2:2]3)([CH3:29])[CH2:25][C:24]=2[C:31]=1[CH3:32]. The yield is 0.640. (3) The reactants are N1C2C(=CC=C3C=2N=CC=C3)C=CC=1.[C:15]([C:17]1[CH:23]=[CH:22][C:20]([NH2:21])=[CH:19][CH:18]=1)#[N:16].CC(C)([O-])C.[Na+].CCCCCCCCCCCC.I[C:43]1[CH:44]=[C:45]([CH3:50])[CH:46]=[C:47]([CH3:49])[CH:48]=1. The catalyst is [Cu]I.O1CCOCC1. The product is [CH3:50][C:45]1[CH:44]=[C:43]([NH:21][C:20]2[CH:22]=[CH:23][C:17]([C:15]#[N:16])=[CH:18][CH:19]=2)[CH:48]=[C:47]([CH3:49])[CH:46]=1. The yield is 0.690. (4) The reactants are [SH:1][CH2:2][C:3]1[CH:4]=[C:5]([CH:9]=[CH:10][CH:11]=1)[C:6]([OH:8])=[O:7].[C:12]([O:16][C:17]([CH3:20])([CH3:19])[CH3:18])(=[O:15])[CH:13]=[CH2:14].C1CCN2C(=NCCC2)CC1. The catalyst is C(#N)C. The product is [C:17]([O:16][C:12](=[O:15])[CH2:13][CH2:14][S:1][CH2:2][C:3]1[CH:4]=[C:5]([CH:9]=[CH:10][CH:11]=1)[C:6]([OH:8])=[O:7])([CH3:20])([CH3:19])[CH3:18]. The yield is 0.470. (5) The reactants are [CH2:1]([O:3][C:4](=[O:11])[CH2:5][C:6]([O:8][CH2:9][CH3:10])=[O:7])[CH3:2].[O-]CC.[Na+].Br[CH2:17][CH:18]=[CH2:19]. The catalyst is C(O)C. The product is [CH2:1]([O:3][C:4](=[O:11])[CH:5]([CH2:19][CH:18]=[CH2:17])[C:6]([O:8][CH2:9][CH3:10])=[O:7])[CH3:2]. The yield is 0.860.